The task is: Regression. Given a peptide amino acid sequence and an MHC pseudo amino acid sequence, predict their binding affinity value. This is MHC class II binding data.. This data is from Peptide-MHC class II binding affinity with 134,281 pairs from IEDB. The peptide sequence is EKKQFAATQFEPLAA. The MHC is HLA-DQA10501-DQB10301 with pseudo-sequence HLA-DQA10501-DQB10301. The binding affinity (normalized) is 0.0139.